This data is from hERG Central: cardiac toxicity at 1µM, 10µM, and general inhibition. The task is: Predict hERG channel inhibition at various concentrations. (1) The drug is CC(=O)Nc1ccc(OCC(O)CN2CCN(c3ccccc3Cl)CC2)cc1. Results: hERG_inhib (hERG inhibition (general)): blocker. (2) The compound is O=C(Nc1ccc(Cl)cn1)C1CCCN(c2ncnc3c2nc2n3CCCCC2)C1. Results: hERG_inhib (hERG inhibition (general)): blocker.